Predict the reactants needed to synthesize the given product. From a dataset of Full USPTO retrosynthesis dataset with 1.9M reactions from patents (1976-2016). (1) Given the product [CH2:1]([O:8][C:9]1[CH:14]=[C:13]([Br:15])[CH:12]=[C:11]([N+:16]([O-:18])=[O:17])[C:10]=1[N:19]([C:1](=[O:8])[CH2:2][CH3:3])[C:4](=[O:25])[CH2:5][CH3:6])[C:2]1[CH:3]=[CH:4][CH:5]=[CH:6][CH:7]=1, predict the reactants needed to synthesize it. The reactants are: [CH2:1]([O:8][C:9]1[CH:14]=[C:13]([Br:15])[CH:12]=[C:11]([N+:16]([O-:18])=[O:17])[C:10]=1[NH2:19])[C:2]1[CH:7]=[CH:6][CH:5]=[CH:4][CH:3]=1.CS(O)(=O)=O.[OH2:25]. (2) Given the product [CH2:1]([O:3][C:4]1[CH:9]=[C:8]([N+:10]([O-:12])=[O:11])[CH:7]=[CH:6][C:5]=1[C:13]1[O:17][C:16]([N:18]([CH2:19][CH2:20][CH2:21][N:22]2[CH2:27][CH2:26][CH2:25][CH2:24][CH2:23]2)[C:33](=[O:34])[O:32][C:28]([CH3:31])([CH3:30])[CH3:29])=[N:15][N:14]=1)[CH3:2], predict the reactants needed to synthesize it. The reactants are: [CH2:1]([O:3][C:4]1[CH:9]=[C:8]([N+:10]([O-:12])=[O:11])[CH:7]=[CH:6][C:5]=1[C:13]1[O:17][C:16]([NH:18][CH2:19][CH2:20][CH2:21][N:22]2[CH2:27][CH2:26][CH2:25][CH2:24][CH2:23]2)=[N:15][N:14]=1)[CH3:2].[C:28]([O:32][C:33](O[C:33]([O:32][C:28]([CH3:31])([CH3:30])[CH3:29])=[O:34])=[O:34])([CH3:31])([CH3:30])[CH3:29].C(N(CC)CC)C. (3) Given the product [I-:14].[CH2:12]([O:11][CH:4]([O:3][CH2:1][CH3:2])[C:5]1[CH:6]=[CH:7][N+:8]([CH3:15])=[CH:9][CH:10]=1)[CH3:13], predict the reactants needed to synthesize it. The reactants are: [CH2:1]([O:3][CH:4]([O:11][CH2:12][CH3:13])[C:5]1[CH:10]=[CH:9][N:8]=[CH:7][CH:6]=1)[CH3:2].[I:14][CH3:15].